This data is from Reaction yield outcomes from USPTO patents with 853,638 reactions. The task is: Predict the reaction yield, written as a fraction of the theoretical maximum amount of product (1.0 means a 100% yield; for example, 0.34 means a 34% yield). (1) The reactants are Br.[N:2]1[CH:7]=[CH:6][CH:5]=[C:4]([O:8][C:9]2[CH:14]=[CH:13][C:12]([C:15]3[O:19][C:18]([NH2:20])=[N:17][N:16]=3)=[CH:11][CH:10]=2)[CH:3]=1.[F:21][C:22]([F:34])([F:33])[O:23][C:24]1[CH:32]=[CH:31][CH:30]=[CH:29][C:25]=1[C:26](Cl)=[O:27]. The catalyst is N1C=CC=CC=1.CO. The product is [N:2]1[CH:7]=[CH:6][CH:5]=[C:4]([O:8][C:9]2[CH:10]=[CH:11][C:12]([C:15]3[O:19][C:18]([NH:20][C:26](=[O:27])[C:25]4[CH:29]=[CH:30][CH:31]=[CH:32][C:24]=4[O:23][C:22]([F:21])([F:33])[F:34])=[N:17][N:16]=3)=[CH:13][CH:14]=2)[CH:3]=1. The yield is 0.0910. (2) The reactants are [CH2:1]([O:8][C@@H:9]1[C@@H:21]([O:22]CC2C=CC(OC)=CC=2)[C@:20]([CH3:33])([OH:32])[C@@H:19]([CH2:34][O:35][Si:36]([C:39]([CH3:42])([CH3:41])[CH3:40])([CH3:38])[CH3:37])[O:18][C@H:10]1[O:11][CH2:12][CH2:13][Si:14]([CH3:17])([CH3:16])[CH3:15])[C:2]1[CH:7]=[CH:6][CH:5]=[CH:4][CH:3]=1.ClC1C(=O)C(C#N)=C(C#N)C(=O)C=1Cl. The catalyst is C(Cl)Cl.O. The product is [CH2:1]([O:8][C@@H:9]1[C@@H:21]([OH:22])[C@:20]([CH3:33])([OH:32])[C@@H:19]([CH2:34][O:35][Si:36]([C:39]([CH3:42])([CH3:41])[CH3:40])([CH3:38])[CH3:37])[O:18][C@H:10]1[O:11][CH2:12][CH2:13][Si:14]([CH3:15])([CH3:17])[CH3:16])[C:2]1[CH:3]=[CH:4][CH:5]=[CH:6][CH:7]=1. The yield is 0.780. (3) The reactants are [Cl:1][C:2]1[N:3]=[C:4](Cl)[C:5]2[NH:10][CH:9]=[CH:8][C:6]=2[N:7]=1.C([O-])(O)=O.[Na+].[H][H]. The catalyst is CCO.[Pd]. The product is [Cl:1][C:2]1[N:3]=[CH:4][C:5]2[NH:10][CH:9]=[CH:8][C:6]=2[N:7]=1. The yield is 0.880. (4) The product is [Br:7][C:6]1[C:5](=[O:8])[N:4]([CH3:9])[C:3](=[O:10])[C:2]=1[N:12]1[CH2:17][CH2:16][C:15](=[O:18])[CH2:14][CH2:13]1. The reactants are Br[C:2]1[C:3](=[O:10])[N:4]([CH3:9])[C:5](=[O:8])[C:6]=1[Br:7].Cl.[NH:12]1[CH2:17][CH2:16][C:15](=[O:18])[CH2:14][CH2:13]1.C([O-])([O-])=O.[K+].[K+]. The catalyst is O. The yield is 0.990. (5) The yield is 0.880. The reactants are [Cl:1][C:2]1[C:9]([CH3:10])=[C:8]([NH:11][C@@H:12]([C:16]2[O:17][C:18]([C:21]3[CH:26]=[CH:25][CH:24]=[CH:23][CH:22]=3)=[N:19][N:20]=2)[C@@H:13]([OH:15])[CH3:14])[CH:7]=[CH:6][C:3]=1[C:4]#[N:5].[C:27](Cl)(=[O:34])[C:28]1[CH:33]=[CH:32][CH:31]=[CH:30][CH:29]=1. The product is [C:27]([O:15][C@@H:13]([CH3:14])[C@@H:12]([NH:11][C:8]1[CH:7]=[CH:6][C:3]([C:4]#[N:5])=[C:2]([Cl:1])[C:9]=1[CH3:10])[C:16]1[O:17][C:18]([C:21]2[CH:26]=[CH:25][CH:24]=[CH:23][CH:22]=2)=[N:19][N:20]=1)(=[O:34])[C:28]1[CH:33]=[CH:32][CH:31]=[CH:30][CH:29]=1. The catalyst is N1C=CC=CC=1.C(Cl)Cl. (6) The reactants are [F:1][C:2]([F:28])([F:27])[CH:3]([C:18]1[CH:23]=[C:22]([Cl:24])[C:21]([Cl:25])=[C:20]([Cl:26])[CH:19]=1)/[CH:4]=[CH:5]/[C:6]1[CH:11]=[CH:10][C:9]([CH2:12][NH2:13])=[C:8]([C:14]([F:17])([F:16])[F:15])[CH:7]=1.[N:29]1[CH:34]=[CH:33][CH:32]=[CH:31][C:30]=1[CH:35]=O.[BH4-].[Na+]. The catalyst is CO. The product is [N:29]1[CH:34]=[CH:33][CH:32]=[CH:31][C:30]=1[CH2:35][NH:13][CH2:12][C:9]1[CH:10]=[CH:11][C:6](/[CH:5]=[CH:4]/[CH:3]([C:18]2[CH:19]=[C:20]([Cl:26])[C:21]([Cl:25])=[C:22]([Cl:24])[CH:23]=2)[C:2]([F:1])([F:27])[F:28])=[CH:7][C:8]=1[C:14]([F:16])([F:17])[F:15]. The yield is 0.400.